This data is from Forward reaction prediction with 1.9M reactions from USPTO patents (1976-2016). The task is: Predict the product of the given reaction. (1) Given the reactants [CH3:1][O:2][C:3]([C:5]1[N:6]([CH3:36])[C:7]2[C:8]3[C:12]([CH2:13][CH2:14][C:15]=2[CH:16]=1)=[N:11][N:10](C(C1C=CC=CC=1)(C1C=CC=CC=1)C1C=CC=CC=1)[CH:9]=3)=[O:4], predict the reaction product. The product is: [CH3:1][O:2][C:3]([C:5]1[N:6]([CH3:36])[C:7]2[C:8]3[CH:9]=[N:10][NH:11][C:12]=3[CH2:13][CH2:14][C:15]=2[CH:16]=1)=[O:4]. (2) Given the reactants C(#N)C1C=CC=NC=1.[F:9][C:10]1[C:11]([NH:38][C@@H:39]([C:42]([CH3:45])([CH3:44])[CH3:43])[CH2:40][OH:41])=[N:12][C:13]([C:18]2[C:26]3[C:21](=[N:22][CH:23]=[C:24]([F:27])[CH:25]=3)[N:20]([S:28]([C:31]3[CH:37]=[CH:36][C:34]([CH3:35])=[CH:33][CH:32]=3)(=[O:30])=[O:29])[CH:19]=2)=[C:14]([CH:17]=1)[C:15]#[N:16].C(N(CC)CC)C.[CH3:53][S:54](Cl)(=[O:56])=[O:55], predict the reaction product. The product is: [CH3:53][S:54]([O:41][CH2:40][C@@H:39]([NH:38][C:11]1[C:10]([F:9])=[CH:17][C:14]([C:15]#[N:16])=[C:13]([C:18]2[C:26]3[C:21](=[N:22][CH:23]=[C:24]([F:27])[CH:25]=3)[N:20]([S:28]([C:31]3[CH:37]=[CH:36][C:34]([CH3:35])=[CH:33][CH:32]=3)(=[O:29])=[O:30])[CH:19]=2)[N:12]=1)[C:42]([CH3:45])([CH3:44])[CH3:43])(=[O:56])=[O:55]. (3) The product is: [Br:18][CH2:19][CH2:20][CH2:21][NH:22][C:6]1[CH:5]=[C:4]([Cl:9])[N:3]=[C:2]([Cl:1])[N:7]=1. Given the reactants [Cl:1][C:2]1[N:7]=[C:6](Cl)[CH:5]=[C:4]([Cl:9])[N:3]=1.C(N(CC)CC)C.Br.[Br:18][CH2:19][CH2:20][CH2:21][NH2:22], predict the reaction product. (4) Given the reactants [CH3:1][O:2][C:3]1[CH:4]=[C:5]([CH:32]=[CH:33][C:34]=1[O:35][CH3:36])[CH2:6][CH:7]1[C:13]2[CH:14]=[C:15]([O:20][CH3:21])[C:16]([O:18][CH3:19])=[CH:17][C:12]=2[CH2:11][CH2:10][CH2:9][N:8]1[CH:22]([C:26]1[CH:31]=[CH:30][CH:29]=[CH:28][CH:27]=1)[C:23]([OH:25])=O.Cl.[NH2:38][CH2:39][C:40]#[N:41], predict the reaction product. The product is: [C:39]([CH2:40][NH:41][C:23](=[O:25])[CH:22]([N:8]1[CH2:9][CH2:10][CH2:11][C:12]2[CH:17]=[C:16]([O:18][CH3:19])[C:15]([O:20][CH3:21])=[CH:14][C:13]=2[CH:7]1[CH2:6][C:5]1[CH:32]=[CH:33][C:34]([O:35][CH3:36])=[C:3]([O:2][CH3:1])[CH:4]=1)[C:26]1[CH:31]=[CH:30][CH:29]=[CH:28][CH:27]=1)#[N:38]. (5) Given the reactants [CH3:1][C@H:2]1[N:7]2[C:8]3[CH:9]=[C:10]([C:15]([OH:17])=[O:16])[CH:11]=[CH:12][C:13]=3[CH:14]=[C:6]2[C:5](=[O:18])[NH:4][CH2:3]1.NC[C@H](O)C, predict the reaction product. The product is: [CH3:1][C@@H:2]1[N:7]2[C:8]3[CH:9]=[C:10]([C:15]([OH:17])=[O:16])[CH:11]=[CH:12][C:13]=3[CH:14]=[C:6]2[C:5](=[O:18])[NH:4][CH2:3]1.